This data is from NCI-60 drug combinations with 297,098 pairs across 59 cell lines. The task is: Regression. Given two drug SMILES strings and cell line genomic features, predict the synergy score measuring deviation from expected non-interaction effect. (1) Drug 1: C1=CC(=CC=C1CCC2=CNC3=C2C(=O)NC(=N3)N)C(=O)NC(CCC(=O)O)C(=O)O. Drug 2: CCCS(=O)(=O)NC1=C(C(=C(C=C1)F)C(=O)C2=CNC3=C2C=C(C=N3)C4=CC=C(C=C4)Cl)F. Cell line: MALME-3M. Synergy scores: CSS=36.3, Synergy_ZIP=-4.88, Synergy_Bliss=-8.08, Synergy_Loewe=-10.9, Synergy_HSA=-5.99. (2) Drug 1: CC(CN1CC(=O)NC(=O)C1)N2CC(=O)NC(=O)C2. Drug 2: CCN(CC)CCNC(=O)C1=C(NC(=C1C)C=C2C3=C(C=CC(=C3)F)NC2=O)C. Cell line: TK-10. Synergy scores: CSS=6.27, Synergy_ZIP=-2.67, Synergy_Bliss=-0.337, Synergy_Loewe=-2.80, Synergy_HSA=-2.96. (3) Drug 1: C1C(C(OC1N2C=C(C(=O)NC2=O)F)CO)O. Drug 2: COCCOC1=C(C=C2C(=C1)C(=NC=N2)NC3=CC=CC(=C3)C#C)OCCOC.Cl. Cell line: OVCAR-8. Synergy scores: CSS=19.6, Synergy_ZIP=-7.96, Synergy_Bliss=-5.41, Synergy_Loewe=-6.64, Synergy_HSA=-3.01.